Dataset: Full USPTO retrosynthesis dataset with 1.9M reactions from patents (1976-2016). Task: Predict the reactants needed to synthesize the given product. (1) Given the product [CH3:1][C:2]([CH3:8])([CH2:3][O:4][Si:10]([CH3:17])([CH3:9])[C:11]1[CH:16]=[CH:15][CH:14]=[CH:13][CH:12]=1)[CH2:5][O:6][CH3:7], predict the reactants needed to synthesize it. The reactants are: [CH3:1][C:2]([CH3:8])([CH2:5][O:6][CH3:7])[CH2:3][OH:4].[CH3:9][Si:10](Cl)([CH3:17])[C:11]1[CH:16]=[CH:15][CH:14]=[CH:13][CH:12]=1. (2) Given the product [CH2:2]1[N:3]([CH2:10][CH2:11][S:12]([OH:15])(=[O:14])=[O:13])[CH2:4][CH2:5][O:18][CH2:1]1, predict the reactants needed to synthesize it. The reactants are: [CH2:1]1N(CCO)[CH2:5][CH2:4][N:3]([CH2:10][CH2:11][S:12]([OH:15])(=[O:14])=[O:13])[CH2:2]1.C([O-])(=[O:18])C.[Na+].[Na+].[Cl-]. (3) Given the product [CH3:1][O:2][C:3]1[CH:4]=[C:5]2[C:10](=[CH:11][C:12]=1[O:13][CH3:14])[N:9]=[CH:8][CH:7]=[C:6]2[O:15][C:16]1[C:17]([CH3:24])=[CH:18][C:19]([NH:23][C:39]([C:36]2[C:37](=[O:38])[N:32]([C:29]3[CH:28]=[CH:27][C:26]([F:25])=[CH:31][CH:30]=3)[C:33](=[O:45])[N:34]([CH:42]([CH3:44])[CH3:43])[CH:35]=2)=[O:40])=[CH:20][C:21]=1[CH3:22], predict the reactants needed to synthesize it. The reactants are: [CH3:1][O:2][C:3]1[CH:4]=[C:5]2[C:10](=[CH:11][C:12]=1[O:13][CH3:14])[N:9]=[CH:8][CH:7]=[C:6]2[O:15][C:16]1[C:21]([CH3:22])=[CH:20][C:19]([NH2:23])=[CH:18][C:17]=1[CH3:24].[F:25][C:26]1[CH:31]=[CH:30][C:29]([N:32]2[C:37](=[O:38])[C:36]([C:39](O)=[O:40])=[CH:35][N:34]([CH:42]([CH3:44])[CH3:43])[C:33]2=[O:45])=[CH:28][CH:27]=1. (4) Given the product [Br:1][C:2]1[CH:3]=[CH:4][C:5]([C:8]2[O:12][N:11]=[C:10]([CH3:13])[C:9]=2[CH2:14][N:15]([CH2:16][CH2:17][C:18]2[CH:19]=[CH:20][CH:21]=[CH:22][CH:23]=2)[C:24](=[O:26])[CH3:25])=[CH:6][CH:7]=1, predict the reactants needed to synthesize it. The reactants are: [Br:1][C:2]1[CH:7]=[CH:6][C:5]([C:8]2[O:12][N:11]=[C:10]([CH3:13])[C:9]=2[CH2:14][NH:15][CH2:16][CH2:17][C:18]2[CH:23]=[CH:22][CH:21]=[CH:20][CH:19]=2)=[CH:4][CH:3]=1.[C:24](Cl)(=[O:26])[CH3:25].C(N(CC)CC)C. (5) The reactants are: C(NC(C)C)(C)C.C1(P(C2C=CC=CC=2)C2C=CC=CC=2)C=CC=CC=1.[C:27]1([CH2:33][CH2:34][OH:35])[CH:32]=[CH:31][CH:30]=[CH:29][CH:28]=1.O[C:37]1[C:38]([CH:60]2[CH2:64][CH2:63][CH2:62][N:61]2[C:65](=[O:67])[CH3:66])=[CH:39][C:40]2[N:44]([CH2:45][O:46][CH2:47][CH2:48][Si:49]([CH3:52])([CH3:51])[CH3:50])[C:43]([C:53]3[CH:58]=[CH:57][CH:56]=[CH:55][N:54]=3)=[N:42][C:41]=2[CH:59]=1.C(=O)(O)[O-].[Na+]. Given the product [CH2:34]([O:35][C:37]1[C:38]([CH:60]2[CH2:64][CH2:63][CH2:62][N:61]2[C:65](=[O:67])[CH3:66])=[CH:39][C:40]2[N:44]([CH2:45][O:46][CH2:47][CH2:48][Si:49]([CH3:52])([CH3:51])[CH3:50])[C:43]([C:53]3[CH:58]=[CH:57][CH:56]=[CH:55][N:54]=3)=[N:42][C:41]=2[CH:59]=1)[CH2:33][C:27]1[CH:32]=[CH:31][CH:30]=[CH:29][CH:28]=1, predict the reactants needed to synthesize it. (6) Given the product [Cl:1][C:2]1[N:3]=[CH:4][C:5]([C:6]([NH:23][C:22]2[CH:24]=[CH:25][C:19]([O:18][CH2:11][C:12]3[CH:17]=[CH:16][CH:15]=[CH:14][CH:13]=3)=[CH:20][C:21]=2[N+:26]([O-:28])=[O:27])=[O:7])=[CH:9][CH:10]=1, predict the reactants needed to synthesize it. The reactants are: [Cl:1][C:2]1[CH:10]=[CH:9][C:5]([C:6](Cl)=[O:7])=[CH:4][N:3]=1.[CH2:11]([O:18][C:19]1[CH:25]=[CH:24][C:22]([NH2:23])=[C:21]([N+:26]([O-:28])=[O:27])[CH:20]=1)[C:12]1[CH:17]=[CH:16][CH:15]=[CH:14][CH:13]=1. (7) Given the product [CH3:22][C:4]1[CH:3]=[C:2]([C:28]2[CH:27]=[CH:26][N:25]=[C:24]([CH3:23])[CH:29]=2)[CH:7]=[CH:6][C:5]=1[CH2:8][N:9]1[CH2:14][CH2:13][N:12]([C:15]([O:17][C:18]([CH3:21])([CH3:20])[CH3:19])=[O:16])[CH2:11][CH2:10]1, predict the reactants needed to synthesize it. The reactants are: Br[C:2]1[CH:7]=[CH:6][C:5]([CH2:8][N:9]2[CH2:14][CH2:13][N:12]([C:15]([O:17][C:18]([CH3:21])([CH3:20])[CH3:19])=[O:16])[CH2:11][CH2:10]2)=[C:4]([CH3:22])[CH:3]=1.[CH3:23][C:24]1[CH:29]=[C:28](B(O)O)[CH:27]=[CH:26][N:25]=1.C(=O)([O-])[O-].[K+].[K+].O1CCOCC1. (8) Given the product [CH2:19]([N:18]([C:37]([C:28]1[CH:29]=[N:30][C:31]2[C:36](=[CH:35][CH:34]=[CH:33][CH:32]=2)[N:27]=1)=[O:38])[CH2:17][CH2:16][C:14]1[N:15]=[C:11]([S:10][C:7]([CH3:8])([CH3:9])[C:6]([OH:5])=[O:26])[S:12][CH:13]=1)[CH2:20][CH2:21][CH2:22][CH2:23][CH2:24][CH3:25], predict the reactants needed to synthesize it. The reactants are: C([O:5][C:6](=[O:26])[C:7]([S:10][C:11]1[S:12][CH:13]=[C:14]([CH2:16][CH2:17][NH:18][CH2:19][CH2:20][CH2:21][CH2:22][CH2:23][CH2:24][CH3:25])[N:15]=1)([CH3:9])[CH3:8])(C)(C)C.[N:27]1[C:36]2[C:31](=[CH:32][CH:33]=[CH:34][CH:35]=2)[N:30]=[CH:29][C:28]=1[C:37](O)=[O:38].FC(F)(F)C(O)=O. (9) Given the product [Cl:21][C:18]1[CH:17]=[CH:16][N:15]=[C:14]2[CH:13]=[C:12]([C:9]3[N:10]([CH3:11])[CH:6]=[N:7][CH:8]=3)[S:20][C:19]=12, predict the reactants needed to synthesize it. The reactants are: C([Si](C)(C)[C:6]1[N:10]([CH3:11])[C:9]([C:12]2[S:20][C:19]3[C:14](=[N:15][CH:16]=[CH:17][C:18]=3[Cl:21])[CH:13]=2)=[CH:8][N:7]=1)(C)(C)C.Cl.